The task is: Predict the reaction yield, written as a fraction of the theoretical maximum amount of product (1.0 means a 100% yield; for example, 0.34 means a 34% yield).. This data is from Reaction yield outcomes from USPTO patents with 853,638 reactions. The reactants are O1CCOCC1.C([Si]([O:14][C:15]1[CH:20]=[CH:19][C:18](B2OC(C)(C)C(C)(C)O2)=[C:17]([O:30][CH3:31])[CH:16]=1)(C)C)(C)(C)C.Cl[C:33]1[N:38]=[N:37][C:36]([N:39]([CH3:50])[CH:40]2[CH2:45][C:44]([CH3:47])([CH3:46])[NH:43][C:42]([CH3:49])([CH3:48])[CH2:41]2)=[CH:35][CH:34]=1.C(=O)(O)[O-].[Na+]. The catalyst is C1C=CC([P]([Pd]([P](C2C=CC=CC=2)(C2C=CC=CC=2)C2C=CC=CC=2)([P](C2C=CC=CC=2)(C2C=CC=CC=2)C2C=CC=CC=2)[P](C2C=CC=CC=2)(C2C=CC=CC=2)C2C=CC=CC=2)(C2C=CC=CC=2)C2C=CC=CC=2)=CC=1.O. The product is [CH3:31][O:30][C:17]1[CH:16]=[C:15]([OH:14])[CH:20]=[CH:19][C:18]=1[C:33]1[N:38]=[N:37][C:36]([N:39]([CH3:50])[CH:40]2[CH2:45][C:44]([CH3:46])([CH3:47])[NH:43][C:42]([CH3:49])([CH3:48])[CH2:41]2)=[CH:35][CH:34]=1. The yield is 0.530.